The task is: Predict the reactants needed to synthesize the given product.. This data is from Full USPTO retrosynthesis dataset with 1.9M reactions from patents (1976-2016). (1) Given the product [CH2:1]([O:3][C:4](=[O:28])[NH:5][C:6]1[CH:11]=[CH:10][CH:9]=[C:8]([CH2:12][N:13]2[C:18](=[O:19])[CH:17]=[CH:16][C:15]([C:20]3[CH:21]=[CH:22][C:23]([C:26](=[NH:27])[NH:31][OH:30])=[CH:24][CH:25]=3)=[N:14]2)[CH:7]=1)[CH3:2], predict the reactants needed to synthesize it. The reactants are: [CH2:1]([O:3][C:4](=[O:28])[NH:5][C:6]1[CH:11]=[CH:10][CH:9]=[C:8]([CH2:12][N:13]2[C:18](=[O:19])[CH:17]=[CH:16][C:15]([C:20]3[CH:25]=[CH:24][C:23]([C:26]#[N:27])=[CH:22][CH:21]=3)=[N:14]2)[CH:7]=1)[CH3:2].[Cl-].[OH:30][NH3+:31].C(N(CC)CC)C. (2) Given the product [CH2:1]([N:7]1[C:12]([OH:13])=[C:11]([C:33]([NH:32][CH2:35][C:36]([OH:38])=[O:37])=[O:34])[C:10](=[O:14])[N:9]([CH2:15][C:16]2[CH:21]=[CH:20][CH:19]=[CH:18][CH:17]=2)[C:8]1=[O:22])[CH2:2][CH2:3][CH2:4][CH2:5][CH3:6], predict the reactants needed to synthesize it. The reactants are: [CH2:1]([N:7]1[C:12](=[O:13])[CH2:11][C:10](=[O:14])[N:9]([CH2:15][C:16]2[CH:21]=[CH:20][CH:19]=[CH:18][CH:17]=2)[C:8]1=[O:22])[CH2:2][CH2:3][CH2:4][CH2:5][CH3:6].C(N(C(C)C)CC)(C)C.[N:32]([CH2:35][C:36]([O:38]CC)=[O:37])=[C:33]=[O:34].